This data is from Full USPTO retrosynthesis dataset with 1.9M reactions from patents (1976-2016). The task is: Predict the reactants needed to synthesize the given product. (1) Given the product [CH3:23][O:22][C:20](=[O:21])[CH2:19][C@H:16]1[C:15]2[CH:24]=[CH:25][C:12]([O:11][C@H:9]3[C:10]4[C:6](=[C:5]([O:36][C:34]5[CH:35]=[C:30]([Br:29])[CH:31]=[CH:32][C:33]=5[F:37])[CH:4]=[CH:3][C:2]=4[F:1])[CH2:7][CH2:8]3)=[CH:13][C:14]=2[O:18][CH2:17]1, predict the reactants needed to synthesize it. The reactants are: [F:1][C:2]1[CH:3]=[CH:4][C:5](B(O)O)=[C:6]2[C:10]=1[C@H:9]([O:11][C:12]1[CH:25]=[CH:24][C:15]3[C@H:16]([CH2:19][C:20]([O:22][CH3:23])=[O:21])[CH2:17][O:18][C:14]=3[CH:13]=1)[CH2:8][CH2:7]2.[Br:29][C:30]1[CH:31]=[CH:32][C:33]([F:37])=[C:34]([OH:36])[CH:35]=1. (2) Given the product [F:30][C:27]([F:28])([F:29])[O:26][C:23]1[CH:22]=[CH:21][C:20]([C:17]2[N:16]=[CH:15][O:19][N:18]=2)=[CH:25][CH:24]=1, predict the reactants needed to synthesize it. The reactants are: BrC1C=C(CC(=O)C(NC([C:15]2[O:19][N:18]=[C:17]([C:20]3[CH:25]=[CH:24][C:23]([O:26][C:27]([F:30])([F:29])[F:28])=[CH:22][CH:21]=3)[N:16]=2)=O)C)C=CC=1. (3) Given the product [Cl:1][C:2]1[CH:12]=[C:11]([Cl:13])[C:10]([Cl:14])=[CH:9][C:3]=1[O:4][CH2:5][C:6]([NH:15][C:16]1[CH:17]=[C:18]([CH:22]=[CH:23][CH:24]=1)[C:19]([NH2:21])=[O:20])=[O:8], predict the reactants needed to synthesize it. The reactants are: [Cl:1][C:2]1[CH:12]=[C:11]([Cl:13])[C:10]([Cl:14])=[CH:9][C:3]=1[O:4][CH2:5][C:6]([OH:8])=O.[NH2:15][C:16]1[CH:17]=[C:18]([CH:22]=[CH:23][CH:24]=1)[C:19]([NH2:21])=[O:20].C(Cl)CCl.C1C=CC2N(O)N=NC=2C=1.CCN(C(C)C)C(C)C. (4) Given the product [NH2:12][CH:8]([OH:11])[CH2:9][CH3:10].[CH3:13][C:14]([NH:16][C:17]1[CH:22]=[CH:21][C:20]([CH2:23][C:24]([OH:26])=[O:25])=[CH:19][CH:18]=1)=[O:15].[ClH:27], predict the reactants needed to synthesize it. The reactants are: C([C:8]([NH2:12])([OH:11])[CH2:9][CH3:10])(OC(C)(C)C)=O.[CH3:13][C:14]([NH:16][C:17]1[CH:18]=[CH:19][C:20]([CH2:23][C:24]([OH:26])=[O:25])=[CH:21][CH:22]=1)=[O:15].[ClH:27].C(OCC)(=O)C.C(OCC)C. (5) Given the product [ClH:1].[CH:31]1([CH2:33][NH:3][C@@H:4]2[CH2:6][C@H:5]2[C:7]2[CH:8]=[C:9]([CH:19]=[CH:20][CH:21]=2)[C:10]([NH:12][C:13]2[S:14][C:15]([CH3:18])=[N:16][N:17]=2)=[O:11])[CH2:32][CH2:30]1, predict the reactants needed to synthesize it. The reactants are: [ClH:1].Cl.[NH2:3][C@@H:4]1[CH2:6][C@H:5]1[C:7]1[CH:8]=[C:9]([CH:19]=[CH:20][CH:21]=1)[C:10]([NH:12][C:13]1[S:14][C:15]([CH3:18])=[N:16][N:17]=1)=[O:11].C(OC(N[C@@H:30]1[CH2:32][C@H:31]1[C:33]1C=C(C=CC=1)C(OC)=O)=O)(C)(C)C.C(=O)([O-])O.[Na+].[BH4-].[Na+]. (6) Given the product [CH3:1][O:2][C:3]1[N:8]=[C:7]([O:9][S:10]([C:13]([F:14])([F:15])[F:16])(=[O:11])=[O:12])[CH:6]=[C:5]([NH:35][CH2:34][CH2:33][C:30]2[CH:29]=[CH:28][C:27]([O:26][C:25]([F:24])([F:36])[F:37])=[CH:32][CH:31]=2)[N:4]=1, predict the reactants needed to synthesize it. The reactants are: [CH3:1][O:2][C:3]1[N:8]=[C:7]([O:9][S:10]([C:13]([F:16])([F:15])[F:14])(=[O:12])=[O:11])[CH:6]=[C:5](S(C(F)(F)F)(=O)=O)[N:4]=1.[F:24][C:25]([F:37])([F:36])[O:26][C:27]1[CH:32]=[CH:31][C:30]([CH2:33][CH2:34][NH2:35])=[CH:29][CH:28]=1. (7) Given the product [N:1]1[CH:6]=[CH:5][CH:4]=[C:3]([C:7]2[C@:8]3([CH2:24][CH2:23][C@H:22]4[C@@H:13]([CH2:14][CH2:15][C:16]5[CH:17]=[C:18]([O:25][CH:27]([CH3:33])[C:28]([OH:30])=[O:29])[CH:19]=[CH:20][C:21]=54)[C@@H:10]3[CH2:11][CH:12]=2)[CH3:9])[CH:2]=1, predict the reactants needed to synthesize it. The reactants are: [N:1]1[CH:6]=[CH:5][CH:4]=[C:3]([C:7]2[C@:8]3([CH2:24][CH2:23][C@H:22]4[C@@H:13]([CH2:14][CH2:15][C:16]5[CH:17]=[C:18]([OH:25])[CH:19]=[CH:20][C:21]=54)[C@@H:10]3[CH2:11][CH:12]=2)[CH3:9])[CH:2]=1.Cl[CH:27]([CH3:33])[C:28]([O:30]CC)=[O:29].[OH-].[Na+].